This data is from Forward reaction prediction with 1.9M reactions from USPTO patents (1976-2016). The task is: Predict the product of the given reaction. (1) Given the reactants [C:1](OC(=O)C)(=O)[CH3:2].[Br:8][C:9]1[CH:14]=[C:13]([NH2:15])[C:12]([NH2:16])=[C:11]([CH3:17])[CH:10]=1.S(=O)(=O)(O)O.C(=O)([O-])[O-].[Na+].[Na+], predict the reaction product. The product is: [Br:8][C:9]1[CH:10]=[C:11]([CH3:17])[C:12]2[N:16]=[C:1]([CH3:2])[NH:15][C:13]=2[CH:14]=1. (2) The product is: [Br:21][C:14](=[C:11]1[CH2:10][CH2:9][N:8]([C:6](=[O:7])[C:35]([C:26]2[C:25]3[C:29](=[C:30]([O:33][CH3:34])[N:31]=[CH:32][C:24]=3[O:23][CH3:22])[NH:28][CH:27]=2)=[O:39])[CH2:13][CH2:12]1)[C:15]1[CH:16]=[CH:17][CH:18]=[CH:19][CH:20]=1. Given the reactants C(O[C:6]([N:8]1[CH2:13][CH2:12][C:11](=[C:14]([Br:21])[C:15]2[CH:20]=[CH:19][CH:18]=[CH:17][CH:16]=2)[CH2:10][CH2:9]1)=[O:7])(C)(C)C.[CH3:22][O:23][C:24]1[CH:32]=[N:31][C:30]([O:33][CH3:34])=[C:29]2[C:25]=1[C:26]([C:35](=[O:39])C(O)=O)=[CH:27][NH:28]2.CCN(C(C)C)C(C)C.C1N(P(Cl)(N2C(=O)OCC2)=O)C(=O)OC1, predict the reaction product. (3) The product is: [Br:2][CH2:3][CH2:4][CH2:5][NH:6][C:21](=[O:22])[CH:20]([C:14]1[CH:19]=[CH:18][CH:17]=[CH:16][CH:15]=1)[C:24]1[CH:29]=[CH:28][CH:27]=[CH:26][CH:25]=1. Given the reactants Br.[Br:2][CH2:3][CH2:4][CH2:5][NH2:6].C(N(CC)CC)C.[C:14]1([CH:20]([C:24]2[CH:29]=[CH:28][CH:27]=[CH:26][CH:25]=2)[C:21](Cl)=[O:22])[CH:19]=[CH:18][CH:17]=[CH:16][CH:15]=1, predict the reaction product. (4) Given the reactants [N:1]1([CH2:6][CH2:7][O:8][CH2:9][CH:10]2[CH2:15][CH2:14][NH:13][CH2:12][CH2:11]2)[CH2:5][CH2:4][CH2:3][CH2:2]1.[Br:16][C:17]1[S:26][C:20]2[N:21]=[C:22](Cl)[N:23]=[CH:24][C:19]=2[C:18]=1[C:27]1[CH:32]=[CH:31][CH:30]=[CH:29][CH:28]=1.C(=O)([O-])[O-].[K+].[K+], predict the reaction product. The product is: [Br:16][C:17]1[S:26][C:20]2[N:21]=[C:22]([N:13]3[CH2:14][CH2:15][CH:10]([CH2:9][O:8][CH2:7][CH2:6][N:1]4[CH2:5][CH2:4][CH2:3][CH2:2]4)[CH2:11][CH2:12]3)[N:23]=[CH:24][C:19]=2[C:18]=1[C:27]1[CH:32]=[CH:31][CH:30]=[CH:29][CH:28]=1. (5) Given the reactants OC[C@H]1SC[C@@H](N2C=CC(N[C:15](=[O:37])[CH2:16][CH2:17]/[CH:18]=[CH:19]\[CH2:20]/[CH:21]=[CH:22]\[CH2:23]/[CH:24]=[CH:25]\[CH2:26]/[CH:27]=[CH:28]\[CH2:29]/[CH:30]=[CH:31]\[CH2:32]/[CH:33]=[CH:34]\[CH2:35][CH3:36])=NC2=O)O1.[CH3:39][C:40]([O:42][CH2:43][CH:44]([CH2:57][O:58][C:59]([CH3:61])=[O:60])[CH2:45][CH2:46][N:47]1[C:51]2[N:52]=[C:53]([NH2:56])[N:54]=[CH:55][C:50]=2[N:49]=[CH:48]1)=[O:41], predict the reaction product. The product is: [C:40]([O:42][CH2:43][CH:44]([CH2:45][CH2:46][N:47]1[CH:48]=[N:49][C:50]2[C:51]1=[N:52][C:53]([NH:56][C:15](=[O:37])[CH2:16][CH2:17]/[CH:18]=[CH:19]\[CH2:20]/[CH:21]=[CH:22]\[CH2:23]/[CH:24]=[CH:25]\[CH2:26]/[CH:27]=[CH:28]\[CH2:29]/[CH:30]=[CH:31]\[CH2:32]/[CH:33]=[CH:34]\[CH2:35][CH3:36])=[N:54][CH:55]=2)[CH2:57][O:58][C:59](=[O:60])[CH3:61])(=[O:41])[CH3:39]. (6) Given the reactants Br[C:2]1[N:7]=[C:6]([Br:8])[CH:5]=[CH:4][N:3]=1.[CH3:9][N:10]([CH3:15])[S:11]([NH2:14])(=[O:13])=[O:12].C(=O)([O-])[O-].[Cs+].[Cs+].CC1(C)C2C(=C(P(C3C=CC=CC=3)C3C=CC=CC=3)C=CC=2)OC2C(P(C3C=CC=CC=3)C3C=CC=CC=3)=CC=CC1=2, predict the reaction product. The product is: [Br:8][C:6]1[CH:5]=[CH:4][N:3]=[C:2]([NH:14][S:11]([N:10]([CH3:15])[CH3:9])(=[O:13])=[O:12])[N:7]=1. (7) Given the reactants CO[C:3]([C:5]1[CH:6]=[CH:7][C:8]2[O:12][N:11]=[C:10]([NH2:13])[C:9]=2[CH:14]=1)=[O:4].[CH2:15]([Mg]Br)[CH3:16].[CH2:19]1COC[CH2:20]1, predict the reaction product. The product is: [NH2:13][C:10]1[C:9]2[CH:14]=[C:5]([C:3]([OH:4])([CH2:15][CH3:16])[CH2:19][CH3:20])[CH:6]=[CH:7][C:8]=2[O:12][N:11]=1. (8) Given the reactants C(OC([N:8]1[C@@H:12]([CH3:13])[CH2:11][CH2:10][C@H:9]1[C:14]1[NH:18][C:17]2[CH:19]=[C:20]([C:23]3[CH:28]=[CH:27][C:26]([C:29]4[S:49][C:32]5[N:33]=[C:34]([C@@H:36]6[CH2:40][C@H:39]([CH3:41])[CH2:38][N:37]6C(OC(C)(C)C)=O)[NH:35][C:31]=5[CH:30]=4)=[CH:25][CH:24]=3)[CH:21]=[CH:22][C:16]=2[N:15]=1)=O)(C)(C)C.Cl.O1CCOCC1, predict the reaction product. The product is: [CH3:41][C@@H:39]1[CH2:38][NH:37][C@H:36]([C:34]2[NH:35][C:31]3[CH:30]=[C:29]([C:26]4[CH:27]=[CH:28][C:23]([C:20]5[CH:21]=[CH:22][C:16]6[N:15]=[C:14]([C@@H:9]7[CH2:10][CH2:11][C@H:12]([CH3:13])[NH:8]7)[NH:18][C:17]=6[CH:19]=5)=[CH:24][CH:25]=4)[S:49][C:32]=3[N:33]=2)[CH2:40]1. (9) Given the reactants [O:1]=[CH:2][C:3]1[CH:11]=[CH:10][C:8]([OH:9])=[C:5]([O:6][CH3:7])[CH:4]=1.[Cl:12][C:13]1[CH:14]=[C:15]([CH:18]=[CH:19][C:20]=1F)[C:16]#[N:17], predict the reaction product. The product is: [Cl:12][C:13]1[CH:14]=[C:15]([C:16]#[N:17])[CH:18]=[CH:19][C:20]=1[O:9][C:8]1[CH:10]=[CH:11][C:3]([CH:2]=[O:1])=[CH:4][C:5]=1[O:6][CH3:7].